Dataset: Full USPTO retrosynthesis dataset with 1.9M reactions from patents (1976-2016). Task: Predict the reactants needed to synthesize the given product. (1) Given the product [Cl:1][CH2:2][C:3]1[CH:8]=[CH:7][N:6]=[C:5]([NH:9][C:13]([NH:12][CH2:10][CH3:11])=[O:14])[CH:4]=1, predict the reactants needed to synthesize it. The reactants are: [Cl:1][CH2:2][C:3]1[CH:8]=[CH:7][N:6]=[C:5]([NH2:9])[CH:4]=1.[CH2:10]([N:12]=[C:13]=[O:14])[CH3:11]. (2) Given the product [Br:1][C:2]1[CH:3]=[CH:4][C:5]([C@H:8]([CH3:12])[C:9]([O-:11])=[O:10])=[CH:6][CH:7]=1.[C:15]1([C@H:14]([NH3+:21])[CH3:13])[CH:20]=[CH:19][CH:18]=[CH:17][CH:16]=1, predict the reactants needed to synthesize it. The reactants are: [Br:1][C:2]1[CH:7]=[CH:6][C:5]([C@H:8]([CH3:12])[C:9]([OH:11])=[O:10])=[CH:4][CH:3]=1.[CH3:13][C@@H:14]([NH2:21])[C:15]1[CH:20]=[CH:19][CH:18]=[CH:17][CH:16]=1. (3) Given the product [NH:28]1[C:29]2[C:25](=[C:24]([NH:23][C:2]3[C:7]([C:8]#[N:9])=[CH:6][N:5]=[CH:4][C:3]=3[C:10]3[CH:15]=[CH:14][C:13]([O:16][CH3:17])=[C:12]([O:18][CH2:19][CH2:20][O:21][CH3:22])[CH:11]=3)[CH:32]=[CH:31][CH:30]=2)[CH:26]=[CH:27]1, predict the reactants needed to synthesize it. The reactants are: Cl[C:2]1[C:7]([C:8]#[N:9])=[CH:6][N:5]=[CH:4][C:3]=1[C:10]1[CH:15]=[CH:14][C:13]([O:16][CH3:17])=[C:12]([O:18][CH2:19][CH2:20][O:21][CH3:22])[CH:11]=1.[NH2:23][C:24]1[CH:32]=[CH:31][CH:30]=[C:29]2[C:25]=1[CH:26]=[CH:27][NH:28]2.CN(C1C(C2C(P(C3CCCCC3)C3CCCCC3)=CC=CC=2)=CC=CC=1)C.[O-]P([O-])([O-])=O.[K+].[K+].[K+].